Task: Predict the reaction yield, written as a fraction of the theoretical maximum amount of product (1.0 means a 100% yield; for example, 0.34 means a 34% yield).. Dataset: Reaction yield outcomes from USPTO patents with 853,638 reactions (1) The reactants are Cl.[CH:2]([N:5]1[C:9]([C:10]2[N:19]=[C:18]3[N:12]([CH2:13][CH2:14][O:15][C:16]4[CH:23]=[C:22]([CH:24]5[CH2:29][CH2:28][NH:27][CH2:26][CH2:25]5)[CH:21]=[CH:20][C:17]=43)[CH:11]=2)=[N:8][C:7]([CH3:30])=[N:6]1)([CH3:4])[CH3:3].C(N(CC)CC)C.Cl[CH2:39][C:40]([NH:42][CH3:43])=[O:41]. The catalyst is [I-].C([N+](CCCC)(CCCC)CCCC)CCC. The product is [CH:2]([N:5]1[C:9]([C:10]2[N:19]=[C:18]3[C:17]4[CH:20]=[CH:21][C:22]([CH:24]5[CH2:29][CH2:28][N:27]([CH2:39][C:40]([NH:42][CH3:43])=[O:41])[CH2:26][CH2:25]5)=[CH:23][C:16]=4[O:15][CH2:14][CH2:13][N:12]3[CH:11]=2)=[N:8][C:7]([CH3:30])=[N:6]1)([CH3:4])[CH3:3]. The yield is 0.140. (2) The reactants are [F:1][C:2]1[CH:3]=[C:4]([CH:32]=[CH:33][CH:34]=1)[CH2:5][N:6]1[C:14]2[C:9](=[CH:10][C:11]([NH:15][C:16]3[C:25]4[C:20](=[CH:21][CH:22]=[CH:23][C:24]=4[O:26][C@H:27]([CH3:31])[C:28](O)=[O:29])[N:19]=[CH:18][N:17]=3)=[CH:12][CH:13]=2)[CH:8]=[N:7]1.[NH:35]1[CH2:40][CH2:39][O:38][CH2:37][CH2:36]1. No catalyst specified. The product is [F:1][C:2]1[CH:3]=[C:4]([CH:32]=[CH:33][CH:34]=1)[CH2:5][N:6]1[C:14]2[C:9](=[CH:10][C:11]([NH:15][C:16]3[C:25]4[C:20](=[CH:21][CH:22]=[CH:23][C:24]=4[O:26][C@H:27]([CH3:31])[C:28]([N:35]4[CH2:40][CH2:39][O:38][CH2:37][CH2:36]4)=[O:29])[N:19]=[CH:18][N:17]=3)=[CH:12][CH:13]=2)[CH:8]=[N:7]1. The yield is 0.420.